From a dataset of Catalyst prediction with 721,799 reactions and 888 catalyst types from USPTO. Predict which catalyst facilitates the given reaction. (1) Reactant: Br[CH2:2][C:3]([C:5]1[CH:14]=[CH:13][C:12]2[C:7](=[CH:8][CH:9]=[CH:10][CH:11]=2)[CH:6]=1)=[O:4].[N-:15]=[N+:16]=[N-:17].[Na+].CCOC(C)=O. Product: [N:15]([CH2:2][C:3]([C:5]1[CH:14]=[CH:13][C:12]2[C:7](=[CH:8][CH:9]=[CH:10][CH:11]=2)[CH:6]=1)=[O:4])=[N+:16]=[N-:17]. The catalyst class is: 21. (2) Reactant: [CH3:1][C:2]1([CH:8]([C:10]2[C:18]3[C:13](=[N:14][CH:15]=[C:16]([C:19]4[CH:24]=[C:23]([O:25][CH3:26])[C:22]([O:27][CH3:28])=[C:21]([O:29][CH3:30])[CH:20]=4)[N:17]=3)[NH:12][CH:11]=2)[OH:9])[CH2:7][CH2:6][CH2:5][CH2:4][CH2:3]1.CC(OI1(OC(C)=O)(OC(C)=O)OC(=O)C2C=CC=CC1=2)=O. Product: [CH3:1][C:2]1([C:8]([C:10]2[C:18]3[C:13](=[N:14][CH:15]=[C:16]([C:19]4[CH:20]=[C:21]([O:29][CH3:30])[C:22]([O:27][CH3:28])=[C:23]([O:25][CH3:26])[CH:24]=4)[N:17]=3)[NH:12][CH:11]=2)=[O:9])[CH2:3][CH2:4][CH2:5][CH2:6][CH2:7]1. The catalyst class is: 4. (3) Reactant: [C:1]1([CH2:7][CH2:8]/[CH:9]=[CH:10]/[CH:11]=[CH:12]/[CH2:13]O)[CH:6]=[CH:5][CH:4]=[CH:3][CH:2]=1.P([N:31]=[N+:32]=[N-:33])(=O)(OC1C=CC=CC=1)OC1C=CC=CC=1.C1CCN2C(=NCCC2)CC1. Product: [N:31]([CH2:13]/[CH:12]=[CH:11]/[CH:10]=[CH:9]/[CH2:8][CH2:7][C:1]1[CH:6]=[CH:5][CH:4]=[CH:3][CH:2]=1)=[N+:32]=[N-:33]. The catalyst class is: 11. (4) Reactant: [CH2:1]([O:4][NH:5][C@H:6]1[CH2:11][NH:10][C@H:9]([C:12]([NH2:14])=[O:13])[CH:8]=[C:7]1[CH3:15])[CH:2]=[CH2:3].[CH2:16]([O:19]N[C@H]1CN[C@@H](C(N)=O)C=C1C)C=C.C(N(CC)C(C)C)(C)C.ClC(Cl)(OC(=O)OC(Cl)(Cl)Cl)Cl. Product: [CH2:1]([O:4][N:5]1[C:16](=[O:19])[N:10]2[CH2:11][C@H:6]1[C:7]([CH3:15])=[CH:8][C@H:9]2[C:12]([NH2:14])=[O:13])[CH:2]=[CH2:3]. The catalyst class is: 115. (5) Reactant: [CH3:1][C:2]1([CH3:31])[CH2:5][C:4]([CH2:28][C:29]#[N:30])([N:6]2[CH:10]=[C:9]([C:11]3[C:12]4[CH:19]=[CH:18][N:17](COCC[Si](C)(C)C)[C:13]=4[N:14]=[CH:15][N:16]=3)[CH:8]=[N:7]2)[CH2:3]1.FC(F)(F)C(O)=O.C(N)CN. Product: [CH3:1][C:2]1([CH3:31])[CH2:5][C:4]([CH2:28][C:29]#[N:30])([N:6]2[CH:10]=[C:9]([C:11]3[C:12]4[CH:19]=[CH:18][NH:17][C:13]=4[N:14]=[CH:15][N:16]=3)[CH:8]=[N:7]2)[CH2:3]1. The catalyst class is: 5. (6) Reactant: Br[C:2]1[CH:7]=[CH:6][C:5]([S:8]([NH:11][CH2:12][CH2:13][CH3:14])(=[O:10])=[O:9])=[C:4]([O:15][C:16]([F:19])([F:18])[F:17])[CH:3]=1.[C:20]([C:22]1[N:26]([CH3:27])[C:25](B(O)O)=[CH:24][CH:23]=1)#[N:21].[F-].[K+].C(P(C(C)(C)C)C(C)(C)C)(C)(C)C. Product: [C:20]([C:22]1[N:26]([CH3:27])[C:25]([C:2]2[CH:7]=[CH:6][C:5]([S:8]([NH:11][CH2:12][CH2:13][CH3:14])(=[O:10])=[O:9])=[C:4]([O:15][C:16]([F:19])([F:18])[F:17])[CH:3]=2)=[CH:24][CH:23]=1)#[N:21]. The catalyst class is: 110. (7) Reactant: B(F)(F)F.CCOCC.[S:10]([N:20]1[CH2:25][CH2:24][C:23](=[O:26])[CH2:22][CH2:21]1)([C:13]1[CH:19]=[CH:18][C:16]([CH3:17])=[CH:15][CH:14]=1)(=[O:12])=[O:11].[N+](=[CH:29][C:30]([O:32][CH2:33][CH3:34])=[O:31])=[N-]. Product: [O:26]=[C:23]1[CH2:22][CH2:21][N:20]([S:10]([C:13]2[CH:19]=[CH:18][C:16]([CH3:17])=[CH:15][CH:14]=2)(=[O:12])=[O:11])[CH2:25][CH2:24][CH:29]1[C:30]([O:32][CH2:33][CH3:34])=[O:31]. The catalyst class is: 46. (8) Reactant: [O:1]1[C:9]2[CH:8]=[CH:7][NH:6][C:5](=[O:10])[C:4]=2[CH:3]=[CH:2]1.C1C(=O)N([Br:18])C(=O)C1.O.C(=O)(O)[O-].[Na+]. Product: [Br:18][C:8]1[C:9]2[O:1][CH:2]=[CH:3][C:4]=2[C:5](=[O:10])[NH:6][CH:7]=1. The catalyst class is: 10. (9) Reactant: [Cl-:1].[NH4+].[CH:3]1[C:8]([C@H:9]2[C@H:14]([CH2:15][O:16][C:17]3[CH:18]=[CH:19][C:20]4[O:25][CH2:24][O:23][C:21]=4[CH:22]=3)[CH2:13][NH:12][CH2:11][CH2:10]2)=[CH:7][CH:6]=[C:5]([F:26])[CH:4]=1.Cl. Product: [CH:7]1[C:8]([C@H:9]2[C@H:14]([CH2:15][O:16][C:17]3[CH:18]=[CH:19][C:20]4[O:25][CH2:24][O:23][C:21]=4[CH:22]=3)[CH2:13][NH:12][CH2:11][CH2:10]2)=[CH:3][CH:4]=[C:5]([F:26])[CH:6]=1.[ClH:1]. The catalyst class is: 226.